This data is from Reaction yield outcomes from USPTO patents with 853,638 reactions. The task is: Predict the reaction yield, written as a fraction of the theoretical maximum amount of product (1.0 means a 100% yield; for example, 0.34 means a 34% yield). The reactants are Br[C:2]1[CH:14]=[CH:13][C:5]([C:6]([O:8][C:9]([CH3:12])([CH3:11])[CH3:10])=[O:7])=[C:4]([Cl:15])[CH:3]=1.C([O-])([O-])=O.[K+].[K+].[C:22]1(C)C=CC=C[CH:23]=1. The catalyst is C1C=CC([P]([Pd]([P](C2C=CC=CC=2)(C2C=CC=CC=2)C2C=CC=CC=2)([P](C2C=CC=CC=2)(C2C=CC=CC=2)C2C=CC=CC=2)[P](C2C=CC=CC=2)(C2C=CC=CC=2)C2C=CC=CC=2)(C2C=CC=CC=2)C2C=CC=CC=2)=CC=1. The product is [Cl:15][C:4]1[CH:3]=[C:2]([CH:22]=[CH2:23])[CH:14]=[CH:13][C:5]=1[C:6]([O:8][C:9]([CH3:12])([CH3:11])[CH3:10])=[O:7]. The yield is 0.460.